Dataset: Aqueous solubility values for 9,982 compounds from the AqSolDB database. Task: Regression/Classification. Given a drug SMILES string, predict its absorption, distribution, metabolism, or excretion properties. Task type varies by dataset: regression for continuous measurements (e.g., permeability, clearance, half-life) or binary classification for categorical outcomes (e.g., BBB penetration, CYP inhibition). For this dataset (solubility_aqsoldb), we predict Y. (1) The compound is CCCC(N)=O. The Y is 0.272 log mol/L. (2) The drug is ClC1=C(Cl)C2(Cl)C3C4C=CC(C4)C3C1(Cl)C2(Cl)Cl. The Y is -6.31 log mol/L. (3) The compound is CCc1nc2[nH]c(=O)nc(N)c2nc1CC. The Y is -3.55 log mol/L. (4) The compound is CCC(C)(C#N)N=NC(C)(C#N)CC. The Y is -2.70 log mol/L. (5) The drug is CC(C)=CCC/C(C)=C\CCC=O. The Y is -3.54 log mol/L. (6) The drug is C[Si](C)(C)O[Si](C)(O[Si](C)(C)C)O[Si](C)(C)C. The Y is -5.94 log mol/L.